Dataset: Full USPTO retrosynthesis dataset with 1.9M reactions from patents (1976-2016). Task: Predict the reactants needed to synthesize the given product. (1) Given the product [CH3:1][O:2][C:3]1[CH:8]=[CH:7][CH:6]=[C:5]([O:9][CH3:10])[C:4]=1[CH:11]1[N:15]([CH2:18][C:19]2[CH:24]=[CH:23][C:22]([F:25])=[CH:21][CH:20]=2)[C:14](=[O:16])[CH2:13][CH2:12]1, predict the reactants needed to synthesize it. The reactants are: [CH3:1][O:2][C:3]1[CH:8]=[CH:7][CH:6]=[C:5]([O:9][CH3:10])[C:4]=1[CH:11]1[NH:15][C:14](=[O:16])[CH2:13][CH2:12]1.Br[CH2:18][C:19]1[CH:24]=[CH:23][C:22]([F:25])=[CH:21][CH:20]=1. (2) Given the product [CH3:36][C:22]1[N:5]2[C:4]3[CH:3]=[C:2]([CH3:1])[N:10]([S:11]([C:14]4[CH:15]=[CH:16][CH:17]=[CH:18][CH:19]=4)(=[O:12])=[O:13])[C:9]=3[CH:8]=[CH:7][C:6]2=[N:20][N:21]=1, predict the reactants needed to synthesize it. The reactants are: [CH3:1][C:2]1[N:10]([S:11]([C:14]2[CH:19]=[CH:18][CH:17]=[CH:16][CH:15]=2)(=[O:13])=[O:12])[C:9]2[C:4](=[N:5][C:6]([N:20](C(OC(C)(C)C)=O)[NH:21][C:22](OC(C)(C)C)=O)=[CH:7][CH:8]=2)[CH:3]=1.[C:36](O)(=O)C.